Dataset: NCI-60 drug combinations with 297,098 pairs across 59 cell lines. Task: Regression. Given two drug SMILES strings and cell line genomic features, predict the synergy score measuring deviation from expected non-interaction effect. (1) Drug 1: CN(C)C1=NC(=NC(=N1)N(C)C)N(C)C. Drug 2: CC1=CC=C(C=C1)C2=CC(=NN2C3=CC=C(C=C3)S(=O)(=O)N)C(F)(F)F. Cell line: K-562. Synergy scores: CSS=-8.31, Synergy_ZIP=0.00183, Synergy_Bliss=-10.1, Synergy_Loewe=-18.8, Synergy_HSA=-14.2. (2) Drug 1: CNC(=O)C1=CC=CC=C1SC2=CC3=C(C=C2)C(=NN3)C=CC4=CC=CC=N4. Drug 2: C1C(C(OC1N2C=C(C(=O)NC2=O)F)CO)O. Cell line: SNB-19. Synergy scores: CSS=33.1, Synergy_ZIP=1.56, Synergy_Bliss=1.25, Synergy_Loewe=-9.44, Synergy_HSA=2.39.